Dataset: NCI-60 drug combinations with 297,098 pairs across 59 cell lines. Task: Regression. Given two drug SMILES strings and cell line genomic features, predict the synergy score measuring deviation from expected non-interaction effect. (1) Drug 1: CC1=C(C=C(C=C1)NC(=O)C2=CC=C(C=C2)CN3CCN(CC3)C)NC4=NC=CC(=N4)C5=CN=CC=C5. Drug 2: CC1=C(C(=CC=C1)Cl)NC(=O)C2=CN=C(S2)NC3=CC(=NC(=N3)C)N4CCN(CC4)CCO. Cell line: SF-539. Synergy scores: CSS=4.31, Synergy_ZIP=2.54, Synergy_Bliss=7.31, Synergy_Loewe=6.36, Synergy_HSA=4.28. (2) Drug 1: CC(C)CN1C=NC2=C1C3=CC=CC=C3N=C2N. Drug 2: B(C(CC(C)C)NC(=O)C(CC1=CC=CC=C1)NC(=O)C2=NC=CN=C2)(O)O. Cell line: DU-145. Synergy scores: CSS=54.8, Synergy_ZIP=-3.20, Synergy_Bliss=-4.75, Synergy_Loewe=-1.12, Synergy_HSA=-0.0955. (3) Drug 1: CCCCCOC(=O)NC1=NC(=O)N(C=C1F)C2C(C(C(O2)C)O)O. Drug 2: C(CC(=O)O)C(=O)CN.Cl. Cell line: UO-31. Synergy scores: CSS=4.54, Synergy_ZIP=-1.65, Synergy_Bliss=-1.13, Synergy_Loewe=-2.22, Synergy_HSA=-1.82. (4) Drug 1: C1CCC(CC1)NC(=O)N(CCCl)N=O. Drug 2: CC(C)NC(=O)C1=CC=C(C=C1)CNNC.Cl. Cell line: SK-MEL-5. Synergy scores: CSS=31.5, Synergy_ZIP=2.05, Synergy_Bliss=13.5, Synergy_Loewe=5.50, Synergy_HSA=8.44.